Task: Predict the reactants needed to synthesize the given product.. Dataset: Full USPTO retrosynthesis dataset with 1.9M reactions from patents (1976-2016) (1) Given the product [Cl:1][C:2]1[S:6][C:5]([S:7]([NH:10][C:19]2[C:27]3[C:22](=[CH:23][CH:24]=[CH:25][C:26]=3[O:28][CH3:29])[N:21]([CH2:37][C:38]3[CH:39]=[C:40]([CH:44]=[CH:45][CH:46]=3)[C:41]([NH2:43])=[O:42])[N:20]=2)(=[O:9])=[O:8])=[CH:4][CH:3]=1, predict the reactants needed to synthesize it. The reactants are: [Cl:1][C:2]1[S:6][C:5]([S:7]([N:10]([C:19]2[C:27]3[C:22](=[CH:23][CH:24]=[CH:25][C:26]=3[O:28][CH3:29])[NH:21][N:20]=2)COCC[Si](C)(C)C)(=[O:9])=[O:8])=[CH:4][CH:3]=1.C(=O)([O-])[O-].[K+].[K+].Cl[CH2:37][C:38]1[CH:39]=[C:40]([CH:44]=[CH:45][CH:46]=1)[C:41]([NH2:43])=[O:42].N1C2C(=CC=CC=2)C=N1.CCCC[N+](CCCC)(CCCC)CCCC.[F-].C1COCC1. (2) Given the product [Cl:23][C:13]1[C:14]2[S:19][CH:18]=[CH:17][C:15]=2[N:16]=[C:11]([C:2]2[CH:3]=[N:4][C:5]3[C:10](=[CH:9][CH:8]=[CH:7][CH:6]=3)[N:1]=2)[N:12]=1, predict the reactants needed to synthesize it. The reactants are: [N:1]1[C:10]2[C:5](=[CH:6][CH:7]=[CH:8][CH:9]=2)[N:4]=[CH:3][C:2]=1[C:11]1[N:12]=[C:13](O)[C:14]2[S:19][CH:18]=[CH:17][C:15]=2[N:16]=1.O=P(Cl)(Cl)[Cl:23]. (3) Given the product [S:1]1[C:5]2[CH:6]=[CH:7][CH:8]=[CH:9][C:4]=2[N:3]=[C:2]1[C:10]1[C:11]([OH:13])=[N:28][C:27]([N:21]2[CH2:26][CH2:25][O:24][CH2:23][CH2:22]2)=[N:29][C:16]=1[OH:18], predict the reactants needed to synthesize it. The reactants are: [S:1]1[C:5]2[CH:6]=[CH:7][CH:8]=[CH:9][C:4]=2[N:3]=[C:2]1[CH:10]([C:16]([O:18]CC)=O)[C:11]([O:13]CC)=O.[N:21]1([C:27](=[NH:29])[NH2:28])[CH2:26][CH2:25][O:24][CH2:23][CH2:22]1. (4) The reactants are: Cl[C:2]1[N:10]=[C:9]2[C:5]([N:6]=[C:7]([CH2:12][CH2:13][N:14]3[CH2:19][CH2:18][O:17][C:16]([CH3:21])([CH3:20])[CH2:15]3)[N:8]2[CH3:11])=[C:4]([N:22]2[CH2:27][CH2:26][O:25][CH2:24][CH2:23]2)[N:3]=1.[CH2:28]([C:30]1[NH:31][C:32]2[CH:38]=[CH:37][CH:36]=[CH:35][C:33]=2[N:34]=1)[CH3:29].CC(C1C=C(C(C)C)C(C2C=CC=CC=2P(C2CCCCC2)C2CCCCC2)=C(C(C)C)C=1)C.C([O-])([O-])=O.[Cs+].[Cs+]. Given the product [CH2:28]([C:30]1[N:31]([C:2]2[N:10]=[C:9]3[C:5]([N:6]=[C:7]([CH2:12][CH2:13][N:14]4[CH2:19][CH2:18][O:17][C:16]([CH3:21])([CH3:20])[CH2:15]4)[N:8]3[CH3:11])=[C:4]([N:22]3[CH2:27][CH2:26][O:25][CH2:24][CH2:23]3)[N:3]=2)[C:32]2[CH:38]=[CH:37][CH:36]=[CH:35][C:33]=2[N:34]=1)[CH3:29], predict the reactants needed to synthesize it. (5) Given the product [CH3:1][C:2]1[C:3]([N:9]2[CH2:14][CH2:13][N:12]([C:15]([C:17]3[CH:22]=[CH:21][C:20]([N:23]([CH3:28])[S:24]([CH3:27])(=[O:26])=[O:25])=[CH:19][CH:18]=3)=[O:16])[CH2:11][CH2:10]2)=[N:4][CH:5]=[C:6]([CH3:8])[CH:7]=1, predict the reactants needed to synthesize it. The reactants are: [CH3:1][C:2]1[C:3]([N:9]2[CH2:14][CH2:13][N:12]([C:15]([C:17]3[CH:22]=[CH:21][C:20]([NH:23][S:24]([CH3:27])(=[O:26])=[O:25])=[CH:19][CH:18]=3)=[O:16])[CH2:11][CH2:10]2)=[N:4][CH:5]=[C:6]([CH3:8])[CH:7]=1.[CH3:28]I.